This data is from Full USPTO retrosynthesis dataset with 1.9M reactions from patents (1976-2016). The task is: Predict the reactants needed to synthesize the given product. (1) Given the product [NH2:1][C@@H:2]1[CH2:7][CH2:6][N:5]([C:8]2[C:9]([Cl:40])=[C:10]([NH:16][C:17]3[N:22]=[C:21]([NH:23][CH2:24][CH3:25])[C:20]4=[N:35][CH:36]=[C:37]([C:38]#[N:39])[N:19]4[N:18]=3)[CH:11]=[C:12]([C:14]#[N:15])[CH:13]=2)[CH2:4][C@H:3]1[OH:41], predict the reactants needed to synthesize it. The reactants are: [NH2:1][C@@H:2]1[CH2:7][CH2:6][N:5]([C:8]2[C:9]([Cl:40])=[C:10]([NH:16][C:17]3[N:22]=[C:21]([N:23](CC)[CH2:24][C:25]4C=CC(OC)=CC=4)[C:20]4=[N:35][CH:36]=[C:37]([C:38]#[N:39])[N:19]4[N:18]=3)[CH:11]=[C:12]([C:14]#[N:15])[CH:13]=2)[CH2:4][C@H:3]1[OH:41].C1(OC)C=CC=CC=1.C(O)(C(F)(F)F)=O. (2) Given the product [CH2:1]([NH:9][C:10]([C@H:12]1[N:16]2[C:17](=[O:31])[C@@H:18]([NH:23][C:24](=[O:30])[C@@H:25]([NH:27][CH3:28])[CH3:26])[CH2:19][CH:20]=[CH:21][CH2:22][C@H:15]2[CH2:14][CH2:13]1)=[O:11])[CH2:2][C:3]1[CH:8]=[CH:7][CH:6]=[CH:5][CH:4]=1, predict the reactants needed to synthesize it. The reactants are: [CH2:1]([NH:9][C:10]([C@H:12]1[N:16]2[C:17](=[O:31])[C@@H:18]([NH:23][C:24](=[O:30])[C@@H:25]([N:27](C)[CH3:28])[CH3:26])[CH2:19][CH:20]=[CH:21][CH2:22][C@H:15]2[CH2:14][CH2:13]1)=[O:11])[CH2:2][C:3]1[CH:8]=[CH:7][CH:6]=[CH:5][CH:4]=1.C1(C)C=CC=CC=1. (3) Given the product [NH2:13][CH:14]1[CH2:17][N:16]([C:18]2[S:19][C:20]3[CH:26]=[C:25]([C:27]([O:29][CH2:30][CH3:31])=[O:28])[CH:24]=[CH:23][C:21]=3[N:22]=2)[CH2:15]1, predict the reactants needed to synthesize it. The reactants are: P(=O)(O)(O)O.C(OC([NH:13][CH:14]1[CH2:17][N:16]([C:18]2[S:19][C:20]3[CH:26]=[C:25]([C:27]([O:29][CH2:30][CH3:31])=[O:28])[CH:24]=[CH:23][C:21]=3[N:22]=2)[CH2:15]1)=O)(C)(C)C.C1COCC1.O. (4) Given the product [CH2:13]1[CH:11]2[CH2:12][NH:8][CH2:9][CH:10]2[CH2:15][N:14]1[C:16]([O:18][C:19]([CH3:22])([CH3:21])[CH3:20])=[O:17], predict the reactants needed to synthesize it. The reactants are: C([N:8]1[CH2:12][CH:11]2[CH2:13][N:14]([C:16]([O:18][C:19]([CH3:22])([CH3:21])[CH3:20])=[O:17])[CH2:15][CH:10]2[CH2:9]1)C1C=CC=CC=1. (5) The reactants are: [CH3:1][S:2][C:3]1[CH:8]=[CH:7][C:6]([C:9]2[O:13][N:12]=[CH:11][C:10]=2[CH2:14][CH2:15][CH2:16][OH:17])=[CH:5][CH:4]=1.ClC1C=CC=C(C(OO)=[O:26])C=1.[OH2:29]. Given the product [CH3:1][S:2]([C:3]1[CH:4]=[CH:5][C:6]([C:9]2[O:13][N:12]=[CH:11][C:10]=2[CH2:14][CH2:15][CH2:16][OH:17])=[CH:7][CH:8]=1)(=[O:26])=[O:29], predict the reactants needed to synthesize it. (6) The reactants are: [CH:1]([C:3]1[C:8]([C:9]2[C:10]([CH:18]=[O:19])=[CH:11][C:12]3[O:16][CH2:15][O:14][C:13]=3[CH:17]=2)=[C:7]([O:20][CH3:21])[C:6]([O:22][CH3:23])=[C:5]([O:24][CH3:25])[CH:4]=1)=[O:2].[BH4-].[Na+].O.C(OCC)(=O)C. Given the product [OH:2][CH2:1][C:3]1[C:8]([C:9]2[C:10]([CH2:18][OH:19])=[CH:11][C:12]3[O:16][CH2:15][O:14][C:13]=3[CH:17]=2)=[C:7]([O:20][CH3:21])[C:6]([O:22][CH3:23])=[C:5]([O:24][CH3:25])[CH:4]=1, predict the reactants needed to synthesize it. (7) Given the product [NH2:8][C:9]([CH3:24])([CH3:23])[CH2:10][CH2:11][N:12]1[C:20]2[C:15](=[CH:16][C:17]([CH:21]=[O:22])=[CH:18][CH:19]=2)[CH:14]=[CH:13]1, predict the reactants needed to synthesize it. The reactants are: C(OC([NH:8][C:9]([CH3:24])([CH3:23])[CH2:10][CH2:11][N:12]1[C:20]2[C:15](=[CH:16][C:17]([CH:21]=[O:22])=[CH:18][CH:19]=2)[CH:14]=[CH:13]1)=O)(C)(C)C. (8) The reactants are: C(N(CC)CC)C.[CH3:8][C:9]([C:13]1[CH:17]=[C:16]([NH:18][C:19](=O)[O:20]C2C=CC=CC=2)[N:15]([C:28]2[CH:33]=[CH:32][C:31]([CH3:34])=[CH:30][CH:29]=2)[N:14]=1)([C:11]#[CH:12])[CH3:10].[NH2:35][C:36]1[C:45]2[C:40](=[CH:41][CH:42]=[CH:43][CH:44]=2)[C:39]([O:46][C:47]2[CH:52]=[CH:51][N:50]=[C:49]([NH:53][C:54]3[CH:59]=[C:58]([O:60][CH2:61][CH2:62][O:63][CH2:64][CH2:65][O:66][CH2:67][CH2:68][O:69][CH3:70])[CH:57]=[C:56]([O:71][CH3:72])[CH:55]=3)[N:48]=2)=[CH:38][CH:37]=1. Given the product [CH3:72][O:71][C:56]1[CH:55]=[C:54]([NH:53][C:49]2[N:48]=[C:47]([O:46][C:39]3[C:40]4[C:45](=[CH:44][CH:43]=[CH:42][CH:41]=4)[C:36]([NH:35][C:19]([NH:18][C:16]4[N:15]([C:28]5[CH:33]=[CH:32][C:31]([CH3:34])=[CH:30][CH:29]=5)[N:14]=[C:13]([C:9]([CH3:10])([C:11]#[CH:12])[CH3:8])[CH:17]=4)=[O:20])=[CH:37][CH:38]=3)[CH:52]=[CH:51][N:50]=2)[CH:59]=[C:58]([O:60][CH2:61][CH2:62][O:63][CH2:64][CH2:65][O:66][CH2:67][CH2:68][O:69][CH3:70])[CH:57]=1, predict the reactants needed to synthesize it. (9) Given the product [C:6]1([C:5]([C:12]2[CH:17]=[CH:16][CH:15]=[CH:14][CH:13]=2)=[N:4][C:3]2[C:2]([NH:22][C:23]3[CH:28]=[CH:27][CH:26]=[C:25]([CH3:29])[N:24]=3)=[CH:21][CH:20]=[CH:19][CH:18]=2)[CH:11]=[CH:10][CH:9]=[CH:8][CH:7]=1, predict the reactants needed to synthesize it. The reactants are: Br[C:2]1[CH:21]=[CH:20][CH:19]=[CH:18][C:3]=1[N:4]=[C:5]([C:12]1[CH:17]=[CH:16][CH:15]=[CH:14][CH:13]=1)[C:6]1[CH:11]=[CH:10][CH:9]=[CH:8][CH:7]=1.[NH2:22][C:23]1[CH:28]=[CH:27][CH:26]=[C:25]([CH3:29])[N:24]=1.C1(P(C2C=CC=CC=2)C2C=CC3C(=CC=CC=3)C=2C2C3C(=CC=CC=3)C=CC=2P(C2C=CC=CC=2)C2C=CC=CC=2)C=CC=CC=1.CC(C)([O-])C.[Na+].